From a dataset of Forward reaction prediction with 1.9M reactions from USPTO patents (1976-2016). Predict the product of the given reaction. (1) Given the reactants C([O:4][CH2:5][C:6]1([C:9]2[CH:14]=[CH:13][C:12]([C:15]3[CH:16]=[C:17]4[C:21](=[CH:22][C:23]=3[Cl:24])[NH:20][C:19]([CH2:25][C:26]3[CH:27]=[CH:28][C:29]([CH3:35])=[C:30]([CH:34]=3)[C:31]([OH:33])=[O:32])=[CH:18]4)=[CH:11][CH:10]=2)[CH2:8][CH2:7]1)(=O)C.C(=O)([O-])[O-].[K+].[K+].Cl, predict the reaction product. The product is: [Cl:24][C:23]1[CH:22]=[C:21]2[C:17]([CH:18]=[C:19]([CH2:25][C:26]3[CH:27]=[CH:28][C:29]([CH3:35])=[C:30]([CH:34]=3)[C:31]([OH:33])=[O:32])[NH:20]2)=[CH:16][C:15]=1[C:12]1[CH:11]=[CH:10][C:9]([C:6]2([CH2:5][OH:4])[CH2:8][CH2:7]2)=[CH:14][CH:13]=1. (2) Given the reactants [CH2:1]([O:3][C:4]1[CH:5]=[C:6]([CH:30]=[C:31]([O:34][CH2:35][CH3:36])[C:32]=1F)[CH2:7][N:8]1[CH2:13][CH2:12][CH:11]([NH:14][C:15]2[O:16][C:17]3[CH:23]=[CH:22][C:21]([O:24][CH2:25][CH:26]([OH:29])[CH2:27][OH:28])=[CH:20][C:18]=3[N:19]=2)[CH2:10][CH2:9]1)[CH3:2].C(OC1C=C(C=O)C=C(OCC)C=1[C:51]1[CH:56]=[CH:55][C:54]([F:57])=[CH:53][CH:52]=1)C.C([BH3-])#N.[Na+].C(N(C(C)C)C(C)C)C, predict the reaction product. The product is: [CH2:35]([O:34][C:31]1[CH:30]=[C:6]([CH2:7][N:8]2[CH2:13][CH2:12][CH:11]([NH:14][C:15]3[O:16][C:17]4[CH:23]=[CH:22][C:21]([O:24][CH2:25][CH:26]([OH:29])[CH2:27][OH:28])=[CH:20][C:18]=4[N:19]=3)[CH2:10][CH2:9]2)[CH:5]=[C:4]([O:3][CH2:1][CH3:2])[C:32]=1[C:51]1[CH:56]=[CH:55][C:54]([F:57])=[CH:53][CH:52]=1)[CH3:36].